This data is from NCI-60 drug combinations with 297,098 pairs across 59 cell lines. The task is: Regression. Given two drug SMILES strings and cell line genomic features, predict the synergy score measuring deviation from expected non-interaction effect. (1) Drug 1: CC1C(C(CC(O1)OC2CC(CC3=C2C(=C4C(=C3O)C(=O)C5=C(C4=O)C(=CC=C5)OC)O)(C(=O)C)O)N)O.Cl. Drug 2: CC1=C(C(=CC=C1)Cl)NC(=O)C2=CN=C(S2)NC3=CC(=NC(=N3)C)N4CCN(CC4)CCO. Cell line: MCF7. Synergy scores: CSS=3.73, Synergy_ZIP=-0.477, Synergy_Bliss=7.95, Synergy_Loewe=-2.97, Synergy_HSA=1.83. (2) Drug 1: C1=CC(=CC=C1CCCC(=O)O)N(CCCl)CCCl. Drug 2: C1=CN(C=N1)CC(O)(P(=O)(O)O)P(=O)(O)O. Cell line: COLO 205. Synergy scores: CSS=21.4, Synergy_ZIP=-7.87, Synergy_Bliss=-13.9, Synergy_Loewe=-16.6, Synergy_HSA=-14.9. (3) Drug 1: CC12CCC3C(C1CCC2=O)CC(=C)C4=CC(=O)C=CC34C. Drug 2: CC(C)CN1C=NC2=C1C3=CC=CC=C3N=C2N. Cell line: NCI-H522. Synergy scores: CSS=13.2, Synergy_ZIP=2.16, Synergy_Bliss=3.01, Synergy_Loewe=2.32, Synergy_HSA=2.06.